From a dataset of Full USPTO retrosynthesis dataset with 1.9M reactions from patents (1976-2016). Predict the reactants needed to synthesize the given product. (1) Given the product [CH:11]1[CH:12]=[C:13]2[C:4]([N+:1]([O-:3])=[O:2])=[CH:5][CH:6]=[N+:7]([O-:14])[C:8]2=[CH:9][CH:10]=1.[CH3:15][S:16]([CH3:18])=[O:17], predict the reactants needed to synthesize it. The reactants are: [N+:1]([C:4]1[C:13]2[C:8](=[CH:9][CH:10]=[CH:11][CH:12]=2)[N+:7]([O-:14])=[CH:6][CH:5]=1)([O-:3])=[O:2].[CH3:15][S:16]([CH3:18])=[O:17]. (2) Given the product [OH:60][CH2:59][CH2:58][O:57][CH2:56][CH2:55][O:54][CH2:53][CH2:52][NH:51][C:33]([C:29]1[CH:28]=[C:27]([C:25]2[C:24]([CH3:36])=[CH:23][CH:22]=[C:21]([CH2:20][C@H:19]([NH:18][C:16]([C@H:13]3[CH2:12][CH2:11][C@H:10]([CH2:9][NH:8][C:6](=[O:7])[O:5][C:1]([CH3:2])([CH3:4])[CH3:3])[CH2:15][CH2:14]3)=[O:17])[C:37](=[O:50])[NH:38][C:39]3[CH:44]=[CH:43][C:42]([C:45]4[NH:46][N:47]=[N:48][N:49]=4)=[CH:41][CH:40]=3)[CH:26]=2)[CH:32]=[CH:31][CH:30]=1)=[O:34], predict the reactants needed to synthesize it. The reactants are: [C:1]([O:5][C:6]([NH:8][CH2:9][C@H:10]1[CH2:15][CH2:14][C@H:13]([C:16]([NH:18][C@H:19]([C:37](=[O:50])[NH:38][C:39]2[CH:44]=[CH:43][C:42]([C:45]3[NH:49][N:48]=[N:47][N:46]=3)=[CH:41][CH:40]=2)[CH2:20][C:21]2[CH:22]=[CH:23][C:24]([CH3:36])=[C:25]([C:27]3[CH:32]=[CH:31][CH:30]=[C:29]([C:33](O)=[O:34])[CH:28]=3)[CH:26]=2)=[O:17])[CH2:12][CH2:11]1)=[O:7])([CH3:4])([CH3:3])[CH3:2].[NH2:51][CH2:52][CH2:53][O:54][CH2:55][CH2:56][O:57][CH2:58][CH2:59][OH:60].F[P-](F)(F)(F)(F)F.CN(C(ON1C2=NC=CC=C2N=N1)=[N+](C)C)C.C(N(CC)C(C)C)(C)C. (3) Given the product [Cl:15][C:11]1[CH:12]=[C:13]2[C:8](=[CH:9][CH:10]=1)[N:7]([CH2:16][C:17]#[N:18])[C:6]([C:4]([OH:5])=[O:3])=[CH:14]2, predict the reactants needed to synthesize it. The reactants are: C([O:3][C:4]([C:6]1[N:7]([CH2:16][C:17]#[N:18])[C:8]2[C:13]([CH:14]=1)=[CH:12][C:11]([Cl:15])=[CH:10][CH:9]=2)=[O:5])C.O[Li].O.